Task: Regression/Classification. Given a drug SMILES string, predict its absorption, distribution, metabolism, or excretion properties. Task type varies by dataset: regression for continuous measurements (e.g., permeability, clearance, half-life) or binary classification for categorical outcomes (e.g., BBB penetration, CYP inhibition). Dataset: cyp2c9_veith.. Dataset: CYP2C9 inhibition data for predicting drug metabolism from PubChem BioAssay (1) The molecule is CCOC(=O)c1[nH]c2cc(OC)c(OC)cc2c1NC(=O)c1nonc1C. The result is 1 (inhibitor). (2) The molecule is N=C1/C(=C/c2cccs2)C(=O)N=C2SN=C(SCc3ccccc3)N12. The result is 1 (inhibitor). (3) The compound is Ic1ccc(N2CCN(Cc3c[nH]c4ncccc34)CC2)cc1. The result is 0 (non-inhibitor). (4) The drug is CC1(C)N=C(N)N=C(N)N1CCCCc1ccccc1. The result is 0 (non-inhibitor).